From a dataset of NCI-60 drug combinations with 297,098 pairs across 59 cell lines. Regression. Given two drug SMILES strings and cell line genomic features, predict the synergy score measuring deviation from expected non-interaction effect. (1) Drug 1: C1=C(C(=O)NC(=O)N1)N(CCCl)CCCl. Drug 2: C1CC(C1)(C(=O)O)C(=O)O.[NH2-].[NH2-].[Pt+2]. Cell line: LOX IMVI. Synergy scores: CSS=39.6, Synergy_ZIP=-16.8, Synergy_Bliss=-15.0, Synergy_Loewe=-12.5, Synergy_HSA=-9.07. (2) Drug 1: CCCS(=O)(=O)NC1=C(C(=C(C=C1)F)C(=O)C2=CNC3=C2C=C(C=N3)C4=CC=C(C=C4)Cl)F. Drug 2: C1CN(CCN1C(=O)CCBr)C(=O)CCBr. Cell line: SNB-75. Synergy scores: CSS=12.3, Synergy_ZIP=-2.91, Synergy_Bliss=1.86, Synergy_Loewe=-1.06, Synergy_HSA=0.471.